Task: Predict the reactants needed to synthesize the given product.. Dataset: Full USPTO retrosynthesis dataset with 1.9M reactions from patents (1976-2016) (1) The reactants are: C(OC(=O)[NH:7][C:8]1[CH:9]=[N:10][CH:11]=[C:12]([CH3:15])[C:13]=1I)(C)(C)C.[C:17]([O:21][C:22](=[O:45])[NH:23][C:24]([C:26]1[S:27][C:28]([S:43][CH3:44])=[C:29]([S:31]([C:34]2[CH:39]=[CH:38][C:37](O)=[C:36](B)[C:35]=2O)(=[O:33])=[O:32])[CH:30]=1)=[NH:25])([CH3:20])([CH3:19])[CH3:18].C(O)C.C1(C)C=CC=CC=1. Given the product [C:17]([O:21][C:22](=[O:45])[NH:23][C:24]([C:26]1[S:27][C:28]([S:43][CH3:44])=[C:29]([S:31]([C:34]2[CH:39]=[CH:38][CH:37]=[C:36]([C:13]3[C:12]([CH3:15])=[CH:11][N:10]=[CH:9][C:8]=3[NH2:7])[CH:35]=2)(=[O:33])=[O:32])[CH:30]=1)=[NH:25])([CH3:20])([CH3:19])[CH3:18], predict the reactants needed to synthesize it. (2) Given the product [C:1]([O:5][C:6]([N:8]([C:22]([O:24][C:25]([CH3:28])([CH3:27])[CH3:26])=[O:23])[C@H:9]([C:14]([O:16][CH:17]1[CH2:18][CH2:19][CH2:20][CH2:21]1)=[O:15])[CH2:10][CH2:11][CH2:12][O:13][Si:44]([C:41]([CH3:43])([CH3:42])[CH3:40])([CH3:46])[CH3:45])=[O:7])([CH3:4])([CH3:3])[CH3:2], predict the reactants needed to synthesize it. The reactants are: [C:1]([O:5][C:6]([N:8]([C:22]([O:24][C:25]([CH3:28])([CH3:27])[CH3:26])=[O:23])[C@H:9]([C:14]([O:16][CH:17]1[CH2:21][CH2:20][CH2:19][CH2:18]1)=[O:15])[CH2:10][CH2:11][CH2:12][OH:13])=[O:7])([CH3:4])([CH3:3])[CH3:2].C1CCN2C(=NCCC2)CC1.[CH3:40][C:41]([Si:44](Cl)([CH3:46])[CH3:45])([CH3:43])[CH3:42].